From a dataset of Catalyst prediction with 721,799 reactions and 888 catalyst types from USPTO. Predict which catalyst facilitates the given reaction. (1) Reactant: [CH:1]([N:4]1[C:8]2[CH:9]=[CH:10][C:11]([N:13]3[CH:18]=[C:17]([C:19]([O:21][CH2:22][CH3:23])=[O:20])[C:16](=[O:24])[NH:15][C:14]3=[O:25])=[CH:12][C:7]=2[N:6]=[CH:5]1)([CH3:3])[CH3:2].Br[CH2:27][C:28]1[CH:33]=[CH:32][CH:31]=[C:30]([C:34]([F:37])([F:36])[F:35])[C:29]=1[CH3:38]. Product: [CH:1]([N:4]1[C:8]2[CH:9]=[CH:10][C:11]([N:13]3[CH:18]=[C:17]([C:19]([O:21][CH2:22][CH3:23])=[O:20])[C:16](=[O:24])[N:15]([CH2:27][C:28]4[CH:33]=[CH:32][CH:31]=[C:30]([C:34]([F:35])([F:36])[F:37])[C:29]=4[CH3:38])[C:14]3=[O:25])=[CH:12][C:7]=2[N:6]=[CH:5]1)([CH3:2])[CH3:3]. The catalyst class is: 98. (2) Reactant: OC1C=CC(C2C3C=CC(O)=CC=3ON=2)=C(C)C=1.C([Li])CCC.[F:24][C:25]1[CH:30]=[C:29]([O:31][CH3:32])[CH:28]=[CH:27][C:26]=1[C:33]([C:35]1[CH:40]=[CH:39][C:38]([O:41][CH3:42])=[CH:37][C:36]=1[CH3:43])=[O:34].BrC1C=CC(OC)=CC=1C.FC1C=C(OC)C=CC=1C=O. Product: [F:24][C:25]1[CH:30]=[C:29]([O:31][CH3:32])[CH:28]=[CH:27][C:26]=1[CH:33]([C:35]1[CH:40]=[CH:39][C:38]([O:41][CH3:42])=[CH:37][C:36]=1[CH3:43])[OH:34]. The catalyst class is: 1. (3) Reactant: [CH3:1][C:2]1[CH:7]=[CH:6][C:5]([NH2:8])=[C:4]([N+:9]([O-])=O)[CH:3]=1.[CH2:12](O)[CH3:13].[OH-].[Na+].O1[CH2:22][CH2:21]OCC1. Product: [C:12]1([CH2:13][NH:8][C:5]2[CH:6]=[CH:7][C:2]([CH3:1])=[CH:3][C:4]=2[NH2:9])[C:21]2[C:22](=[CH:1][CH:2]=[CH:3][CH:4]=2)[CH:7]=[CH:6][CH:5]=1. The catalyst class is: 401. (4) Reactant: F[C:2]1[CH:7]=[CH:6][C:5]([C:8]([N:10]2[CH2:15][CH2:14][C:13]3([C:27]4[CH:26]=[N:25][N:24]([CH3:28])[C:23]=4[C:22]4[CH:21]=[CH:20][CH:19]=[CH:18][C:17]=4[O:16]3)[CH2:12][CH2:11]2)=[O:9])=[C:4]([O:29][CH3:30])[CH:3]=1.[CH3:31][SH:32]. Product: [CH3:30][O:29][C:4]1[CH:3]=[C:2]([S:32][CH3:31])[CH:7]=[CH:6][C:5]=1[C:8]([N:10]1[CH2:11][CH2:12][C:13]2([C:27]3[CH:26]=[N:25][N:24]([CH3:28])[C:23]=3[C:22]3[CH:21]=[CH:20][CH:19]=[CH:18][C:17]=3[O:16]2)[CH2:14][CH2:15]1)=[O:9]. The catalyst class is: 3. (5) Reactant: [CH3:1][C:2]([CH3:7])([CH3:6])[C:3]([NH2:5])=[O:4].[H-].[Na+].[Cl:10][C:11]1[CH:16]=[CH:15][C:14]([N:17]=[C:18]=S)=[CH:13][CH:12]=1.[CH3:20][C:21]1[N:25]([CH:26]2[CH2:32][CH:31]3[N:33]([CH2:34][CH2:35][C:36]4([C:42]5[CH:47]=[CH:46][CH:45]=[CH:44][CH:43]=5)[CH2:41][CH2:40][NH:39][CH2:38][CH2:37]4)[CH:28]([CH2:29][CH2:30]3)[CH2:27]2)[C:24]2[CH:48]=[CH:49][CH:50]=[CH:51][C:23]=2[N:22]=1.CCN=C=NCCCN(C)C. Product: [Cl:10][C:11]1[CH:16]=[CH:15][C:14]([NH:17]/[C:18](/[N:39]2[CH2:38][CH2:37][C:36]([CH2:35][CH2:34][N:33]3[CH:28]4[CH2:29][CH2:30][CH:31]3[CH2:32][CH:26]([N:25]3[C:24]5[CH:48]=[CH:49][CH:50]=[CH:51][C:23]=5[N:22]=[C:21]3[CH3:20])[CH2:27]4)([C:42]3[CH:43]=[CH:44][CH:45]=[CH:46][CH:47]=3)[CH2:41][CH2:40]2)=[N:5]\[C:3](=[O:4])[C:2]([CH3:7])([CH3:6])[CH3:1])=[CH:13][CH:12]=1. The catalyst class is: 239. (6) Reactant: [N:1]1([CH2:6][C:7]2[CH:8]=[C:9]([NH:13][C:14]3[N:23]=[CH:22][C:21]4[C:16](=[CH:17][C:18]([O:25][C@H:26]5[CH2:30][CH2:29][N:28](C(OC(C)(C)C)=O)[CH2:27]5)=[C:19](Br)[CH:20]=4)[N:15]=3)[CH:10]=[CH:11][CH:12]=2)[CH:5]=[N:4][CH:3]=[N:2]1.[CH:38]1(B2OC(C)(C)C(C)(C)O2)[CH2:40][CH2:39]1.C(=O)([O-])[O-].[K+].[K+]. Product: [N:1]1([CH2:6][C:7]2[CH:8]=[C:9]([NH:13][C:14]3[N:23]=[CH:22][C:21]4[C:16](=[CH:17][C:18]([O:25][C@H:26]5[CH2:30][CH2:29][NH:28][CH2:27]5)=[C:19]([CH:38]5[CH2:39][CH2:40]5)[CH:20]=4)[N:15]=3)[CH:10]=[CH:11][CH:12]=2)[CH:5]=[N:4][CH:3]=[N:2]1. The catalyst class is: 57. (7) Reactant: [N:1]#[C:2]Br.[Br:4][C:5]1[CH:10]=[CH:9][C:8]([NH:11][C:12]2[C:13]([C:21]([NH:23][NH2:24])=[O:22])=[CH:14][N:15]([CH3:20])[C:16](=[O:19])[C:17]=2[F:18])=[C:7]([F:25])[CH:6]=1.C([O-])(O)=O.[Na+]. Product: [NH2:1][C:2]1[O:22][C:21]([C:13]2[C:12]([NH:11][C:8]3[CH:9]=[CH:10][C:5]([Br:4])=[CH:6][C:7]=3[F:25])=[C:17]([F:18])[C:16](=[O:19])[N:15]([CH3:20])[CH:14]=2)=[N:23][N:24]=1. The catalyst class is: 38.